Predict the product of the given reaction. From a dataset of Forward reaction prediction with 1.9M reactions from USPTO patents (1976-2016). (1) Given the reactants [CH2:1]([C:4]1([CH3:19])[C:9]2[NH:10][C:11]3[CH:12]=[CH:13][C:14]([CH3:17])=[CH:15][C:16]=3[C:8]=2[CH2:7][N:6]([CH3:18])[CH2:5]1)[CH:2]=[CH2:3].[H-].[Na+].[CH3:22][C:23]1([C:26]2[CH:31]=[CH:30][N:29]=[CH:28][CH:27]=2)[CH2:25][O:24]1, predict the reaction product. The product is: [CH2:1]([C:4]1([CH3:19])[C:9]2[N:10]([CH2:22][C:23]([C:26]3[CH:31]=[CH:30][N:29]=[CH:28][CH:27]=3)([OH:24])[CH3:25])[C:11]3[CH:12]=[CH:13][C:14]([CH3:17])=[CH:15][C:16]=3[C:8]=2[CH2:7][N:6]([CH3:18])[CH2:5]1)[CH:2]=[CH2:3]. (2) Given the reactants C(=O)([O-])[O-].[K+].[K+].[C:7]([C:9]([NH:12][S:13]([C:15]([CH3:18])([CH3:17])[CH3:16])=[O:14])([CH3:11])[CH3:10])#[N:8].Cl.[NH2:20][OH:21], predict the reaction product. The product is: [CH3:16][C:15]([CH3:18])([S:13]([NH:12][C:9]([CH3:11])([CH3:10])[C:7](=[N:20][OH:21])[NH2:8])=[O:14])[CH3:17]. (3) Given the reactants [NH2:1][C:2]12[C:20](=[O:21])[C:19]3[C:14](=[CH:15][CH:16]=[CH:17][CH:18]=3)[C:3]1([OH:22])[O:4][C:5]1[CH:10]=[C:9]([CH:11]([CH3:13])[CH3:12])[CH:8]=[CH:7][C:6]=12.[C:23](O)(=[O:29])[CH2:24][CH2:25][C:26]([OH:28])=[O:27], predict the reaction product. The product is: [OH:22][C:3]12[C:14]3[C:19](=[CH:18][CH:17]=[CH:16][CH:15]=3)[C:20](=[O:21])[C:2]1([NH:1][C:23](=[O:29])[CH2:24][CH2:25][C:26]([OH:28])=[O:27])[C:6]1[CH:7]=[CH:8][C:9]([CH:11]([CH3:13])[CH3:12])=[CH:10][C:5]=1[O:4]2. (4) Given the reactants [O:1]1[CH2:5][CH2:4][CH:3]([CH2:6][NH2:7])[CH2:2]1.[Cl-].[Na+].[OH-].[Na+].[CH3:12][NH:13][C:14](=[N:17][N+:18]([O-:20])=[O:19])OC.Cl, predict the reaction product. The product is: [CH3:12][NH:13][C:14]([NH:7][CH2:6][CH:3]1[CH2:4][CH2:5][O:1][CH2:2]1)=[N:17][N+:18]([O-:20])=[O:19]. (5) Given the reactants CO[C:3]1[CH:22]=[CH:21][C:6]([CH2:7][C:8]([C:10]2[C:11](=[O:20])[O:12][C:13]3[C:18]([CH:19]=2)=[CH:17][CH:16]=[CH:15][CH:14]=3)=[O:9])=[CH:5][CH:4]=1.COC1C=CC(CC(C2C(=O)OC3C(C=2)=C(OC)C=C(OC)C=3)=O)=CC=1.COC1C=CC(CC(C2C(=O)OC3C(C=2)=CC([N+]([O-])=O)=CC=3[N+]([O-])=O)=O)=CC=1.COC1C=CC(CC(C2C(=O)OC3C(C=2)=CC(Br)=CC=3)=O)=CC=1.COC1C=CC(CC(C2C(=O)OC3C(C=2)=CC([Cl:119])=CC=3)=O)=CC=1.COC1C=CC(CC(C2C(=O)OC3C(C=2)=CC=C(OC)C=3)=O)=CC=1.COC1C=CC(CC(C2C(=O)OC3C(C=2)=CC=C(O)C=3)=O)=CC=1, predict the reaction product. The product is: [Cl:119][C:3]1[CH:22]=[CH:21][C:6]([CH2:7][C:8]([C:10]2[C:11](=[O:20])[O:12][C:13]3[C:18]([CH:19]=2)=[CH:17][CH:16]=[CH:15][CH:14]=3)=[O:9])=[CH:5][CH:4]=1. (6) Given the reactants [C:1]1([C:7]2[CH:16]=[CH:15][C:14]3[C:9](=[CH:10][CH:11]=[CH:12][CH:13]=3)[N:8]=2)[CH:6]=[CH:5][CH:4]=[CH:3][CH:2]=1.C(O)C.[Na], predict the reaction product. The product is: [C:1]1([CH:7]2[CH2:16][CH2:15][C:14]3[C:9](=[CH:10][CH:11]=[CH:12][CH:13]=3)[NH:8]2)[CH:2]=[CH:3][CH:4]=[CH:5][CH:6]=1.